From a dataset of Forward reaction prediction with 1.9M reactions from USPTO patents (1976-2016). Predict the product of the given reaction. (1) Given the reactants [F:1][C:2]1[CH:7]=[CH:6][C:5]([C:8]2[N:9]=[C:10]3[CH:15]=[C:14]([CH:16]4[O:20][CH2:19][N:18]([CH3:21])[CH2:17]4)[CH:13]=[CH:12][N:11]3[C:22]=2[C:23]2[CH:28]=[CH:27][N:26]=[C:25]([S:29][CH3:30])[N:24]=2)=[CH:4][CH:3]=1.[BH4-].[Na+], predict the reaction product. The product is: [F:1][C:2]1[CH:3]=[CH:4][C:5]([C:8]2[N:9]=[C:10]3[CH:15]=[C:14]([CH:16]([OH:20])[CH2:17][N:18]([CH3:21])[CH3:19])[CH:13]=[CH:12][N:11]3[C:22]=2[C:23]2[CH:28]=[CH:27][N:26]=[C:25]([S:29][CH3:30])[N:24]=2)=[CH:6][CH:7]=1. (2) Given the reactants [Cl:1][C:2]1[CH:7]=[CH:6][C:5]([C:8]([N:10]2[C:19]3[C:14](=[CH:15][CH:16]=[CH:17][CH:18]=3)[CH2:13][CH2:12][CH2:11]2)=[O:9])=[CH:4][C:3]=1[NH:20][C:21]([NH:23][C:24]1[CH:33]=[CH:32][CH:31]=[CH:30][C:25]=1[C:26]([O:28]C)=O)=[O:22].[OH-].[K+].Cl, predict the reaction product. The product is: [Cl:1][C:2]1[CH:7]=[CH:6][C:5]([C:8]([N:10]2[C:11]3[C:16](=[CH:15][CH:14]=[CH:13][CH:12]=3)[CH2:17][CH2:18][CH2:19]2)=[O:9])=[CH:4][C:3]=1[N:20]1[C:26](=[O:28])[C:25]2[C:24](=[CH:33][CH:32]=[CH:31][CH:30]=2)[NH:23][C:21]1=[O:22]. (3) The product is: [I:29][C:24]1[CH:23]=[C:22]([NH:21][C:20]([C:17]2[CH:18]=[CH:19][C:14]([N:11]3[CH2:12][CH2:13][N:8]([C:6](=[O:5])[CH2:31][C:32]([CH3:39])([CH3:37])[C:33]([OH:35])=[O:34])[CH2:9][CH2:10]3)=[N:15][CH:16]=2)=[O:30])[CH:27]=[CH:26][C:25]=1[CH3:28]. Given the reactants C([O:5][C:6]([N:8]1[CH2:13][CH2:12][N:11]([C:14]2[CH:19]=[CH:18][C:17]([C:20](=[O:30])[NH:21][C:22]3[CH:27]=[CH:26][C:25]([CH3:28])=[C:24]([I:29])[CH:23]=3)=[CH:16][N:15]=2)[CH2:10][CH2:9]1)=O)(C)(C)C.[CH3:31][C:32]1([CH3:39])[CH2:37]C(=O)[O:35][C:33]1=[O:34].IC1C=CC(NC(C2C=CC(N3CCN(C(=O)CC(C)(C)C(O)=O)CC3)=NC=2)=O)=CC=1C, predict the reaction product. (4) Given the reactants [CH2:1]([O:4][C@@H:5]1[CH2:10][CH2:9][CH2:8][CH2:7][C@H:6]1[OH:11])[CH:2]=[CH2:3].[H-].[Na+].F[C:15]1[CH:22]=[CH:21][C:18]([C:19]#[N:20])=[C:17]([C:23]([F:26])([F:25])[F:24])[CH:16]=1, predict the reaction product. The product is: [CH2:1]([O:4][C@H:5]1[CH2:10][CH2:9][CH2:8][CH2:7][C@@H:6]1[O:11][C:15]1[CH:22]=[CH:21][C:18]([C:19]#[N:20])=[C:17]([C:23]([F:24])([F:26])[F:25])[CH:16]=1)[CH:2]=[CH2:3]. (5) Given the reactants [C:1]([C:3]1[CH:4]=[CH:5][C:6]2[O:11][CH2:10][C:9](=[O:12])[N:8]([CH2:13][CH2:14][N:15]3[CH2:20][CH2:19][CH:18]([NH:21][C:22](=[O:28])[O:23][C:24]([CH3:27])([CH3:26])[CH3:25])[CH2:17][CH2:16]3)[C:7]=2[CH:29]=1)#[N:2].I([O-])(=O)(=O)=[O:31].[Na+].COC1C=CC2OCC(=O)N(CCN3CCC(NC(=O)OC(C)(C)C)CC3=O)C=2C=1, predict the reaction product. The product is: [C:1]([C:3]1[CH:4]=[CH:5][C:6]2[O:11][CH2:10][C:9](=[O:12])[N:8]([CH2:13][CH2:14][N:15]3[CH2:16][CH2:17][CH:18]([NH:21][C:22](=[O:28])[O:23][C:24]([CH3:25])([CH3:26])[CH3:27])[CH2:19][C:20]3=[O:31])[C:7]=2[CH:29]=1)#[N:2].